Predict the reactants needed to synthesize the given product. From a dataset of Full USPTO retrosynthesis dataset with 1.9M reactions from patents (1976-2016). (1) Given the product [Br:13][C:7]1[CH:8]=[CH:9][C:10]([OH:12])=[CH:11][C:6]=1[CH2:5][CH2:4][CH2:3][OH:2], predict the reactants needed to synthesize it. The reactants are: C[O:2][C:3](=O)[CH2:4][CH2:5][C:6]1[CH:11]=[C:10]([OH:12])[CH:9]=[CH:8][C:7]=1[Br:13].[H-].[H-].[H-].[H-].[Li+].[Al+3].C([O-])(O)=O.[Na+]. (2) Given the product [F:13][C:14]1[CH:15]=[C:16]([CH:29]=[CH:30][CH:31]=1)[NH:17][C:18]1[CH:26]=[C:25]([F:27])[C:24]([F:28])=[CH:23][C:19]=1[C:20]([NH:41][O:40][CH2:33][C:34]1[CH:39]=[CH:38][CH:37]=[CH:36][CH:35]=1)=[O:22], predict the reactants needed to synthesize it. The reactants are: C(N1C=CN=C1)(N1C=CN=C1)=O.[F:13][C:14]1[CH:15]=[C:16]([CH:29]=[CH:30][CH:31]=1)[NH:17][C:18]1[CH:26]=[C:25]([F:27])[C:24]([F:28])=[CH:23][C:19]=1[C:20]([OH:22])=O.Cl.[CH2:33]([O:40][NH2:41])[C:34]1[CH:39]=[CH:38][CH:37]=[CH:36][CH:35]=1.C(N(CC)CC)C. (3) Given the product [CH3:22][O:21][C:17]1[CH:16]=[C:15]2[C:20]([C:11]([O:10][CH2:9][CH2:8][N:6]3[CH:7]=[C:2]([N:30]4[CH2:34][CH2:33][CH2:32][C:31]4=[O:35])[CH:3]=[CH:4][C:5]3=[O:23])=[CH:12][CH:13]=[N:14]2)=[CH:19][CH:18]=1, predict the reactants needed to synthesize it. The reactants are: Br[C:2]1[CH:3]=[CH:4][C:5](=[O:23])[N:6]([CH2:8][CH2:9][O:10][C:11]2[C:20]3[C:15](=[CH:16][C:17]([O:21][CH3:22])=[CH:18][CH:19]=3)[N:14]=[CH:13][CH:12]=2)[CH:7]=1.CNCCNC.[NH:30]1[CH2:34][CH2:33][CH2:32][C:31]1=[O:35].C(=O)([O-])[O-].[Cs+].[Cs+].[NH4+].[OH-]. (4) Given the product [CH2:18]([O:17][C:15]1[CH:14]=[C:13]([C:25](=[O:27])[CH2:26][Br:1])[CH:12]=[C:11]([O:10][CH2:3][C:4]2[CH:5]=[CH:6][CH:7]=[CH:8][CH:9]=2)[CH:16]=1)[C:19]1[CH:20]=[CH:21][CH:22]=[CH:23][CH:24]=1, predict the reactants needed to synthesize it. The reactants are: [Br:1]Br.[CH2:3]([O:10][C:11]1[CH:12]=[C:13]([C:25](=[O:27])[CH3:26])[CH:14]=[C:15]([O:17][CH2:18][C:19]2[CH:24]=[CH:23][CH:22]=[CH:21][CH:20]=2)[CH:16]=1)[C:4]1[CH:9]=[CH:8][CH:7]=[CH:6][CH:5]=1.O.